Task: Predict the product of the given reaction.. Dataset: Forward reaction prediction with 1.9M reactions from USPTO patents (1976-2016) (1) The product is: [Cl:24][C:20]1[CH:19]=[C:18]2[C:23](=[CH:22][CH:21]=1)[N:14]([CH:11]1[CH2:10][CH2:9][NH:8][CH2:13][CH2:12]1)[C:15](=[O:25])[CH2:16][CH2:17]2. Given the reactants C(OC([N:8]1[CH2:13][CH2:12][CH:11]([N:14]2[C:23]3[C:18](=[CH:19][C:20]([Cl:24])=[CH:21][CH:22]=3)[CH2:17][CH2:16][C:15]2=[O:25])[CH2:10][CH2:9]1)=O)(C)(C)C.C(O)(C(F)(F)F)=O.C(Cl)Cl, predict the reaction product. (2) Given the reactants [CH2:1]([O:8][C:9]([N:11]1[CH2:16][C@H:15]([O:17][CH2:18][C:19]2[CH:20]=[CH:21][C:22]3[O:27][CH2:26][CH2:25][N:24]([CH2:28][CH2:29][CH2:30][O:31][CH3:32])[C:23]=3[CH:33]=2)[C@@H:14]([C:34]2[CH:39]=[CH:38][C:37]([O:40][CH3:41])=[CH:36][CH:35]=2)[CH2:13][C@H:12]1[C:42]([OH:44])=O)=[O:10])[C:2]1[CH:7]=[CH:6][CH:5]=[CH:4][CH:3]=1.Cl.[CH3:46][NH2:47], predict the reaction product. The product is: [CH2:1]([O:8][C:9]([N:11]1[CH2:16][C@H:15]([O:17][CH2:18][C:19]2[CH:20]=[CH:21][C:22]3[O:27][CH2:26][CH2:25][N:24]([CH2:28][CH2:29][CH2:30][O:31][CH3:32])[C:23]=3[CH:33]=2)[C@@H:14]([C:34]2[CH:39]=[CH:38][C:37]([O:40][CH3:41])=[CH:36][CH:35]=2)[CH2:13][C@H:12]1[C:42](=[O:44])[NH:47][CH3:46])=[O:10])[C:2]1[CH:7]=[CH:6][CH:5]=[CH:4][CH:3]=1. (3) Given the reactants P(Cl)(Cl)(Cl)=O.[CH2:6]([O:8][C:9]([C:11]1[C:15]([CH3:16])=[CH:14][NH:13][C:12]=1[CH3:17])=[O:10])[CH3:7].CN(C)[CH:20]=[O:21], predict the reaction product. The product is: [CH2:6]([O:8][C:9]([C:11]1[C:15]([CH3:16])=[C:14]([CH:20]=[O:21])[NH:13][C:12]=1[CH3:17])=[O:10])[CH3:7]. (4) Given the reactants [F:1][C:2]1[CH:7]=[CH:6][C:5]([C:8]([C:10]2[CH:15]=[C:14]([O:16][C:17]([F:22])([F:21])[CH:18]([F:20])[F:19])[CH:13]=[C:12]([F:23])[CH:11]=2)=O)=[CH:4][C:3]=1[O:24][CH:25]([CH3:27])[CH3:26].Cl.[NH2:29][OH:30], predict the reaction product. The product is: [F:1][C:2]1[CH:7]=[CH:6][C:5]([C:8]([C:10]2[CH:15]=[C:14]([O:16][C:17]([F:22])([F:21])[CH:18]([F:20])[F:19])[CH:13]=[C:12]([F:23])[CH:11]=2)=[N:29][OH:30])=[CH:4][C:3]=1[O:24][CH:25]([CH3:27])[CH3:26]. (5) The product is: [ClH:16].[Cl:16][CH2:12][C:10]1[CH:11]=[C:3]2[C:2]([CH3:1])=[N:7][CH:6]=[C:5]([CH3:8])[N:4]2[N:9]=1. Given the reactants [CH3:1][C:2]1[C:3]2[N:4]([N:9]=[C:10]([CH2:12]O)[CH:11]=2)[C:5]([CH3:8])=[CH:6][N:7]=1.S(Cl)([Cl:16])=O, predict the reaction product.